Dataset: Forward reaction prediction with 1.9M reactions from USPTO patents (1976-2016). Task: Predict the product of the given reaction. (1) Given the reactants [CH2:1]([N:8]1[C:12]([C:13]2[C:18]([O:19][CH3:20])=[CH:17][CH:16]=[CH:15][C:14]=2[NH2:21])=[N:11][N:10]=[N:9]1)[C:2]1[CH:7]=[CH:6][CH:5]=[CH:4][CH:3]=1.[C:22]1([S:28](Cl)(=[O:30])=[O:29])[CH:27]=[CH:26][CH:25]=[CH:24][CH:23]=1, predict the reaction product. The product is: [CH2:1]([N:8]1[C:12]([C:13]2[C:18]([O:19][CH3:20])=[CH:17][CH:16]=[CH:15][C:14]=2[NH:21][S:28]([C:22]2[CH:27]=[CH:26][CH:25]=[CH:24][CH:23]=2)(=[O:30])=[O:29])=[N:11][N:10]=[N:9]1)[C:2]1[CH:7]=[CH:6][CH:5]=[CH:4][CH:3]=1. (2) Given the reactants [C:1](OC(=O)C)(=[O:3])[CH3:2].[CH2:8]([O:15][C:16]([N:18]1[CH2:21][CH2:20][C@H:19]1[CH2:22][O:23][C:24]1[CH:25]=[C:26]([C:30]2[CH:31]=[C:32]([CH:35]=[CH:36][CH:37]=2)[CH2:33][NH2:34])[CH:27]=[N:28][CH:29]=1)=[O:17])[C:9]1[CH:14]=[CH:13][CH:12]=[CH:11][CH:10]=1.C(N(CC)CC)C, predict the reaction product. The product is: [CH2:8]([O:15][C:16]([N:18]1[CH2:21][CH2:20][C@H:19]1[CH2:22][O:23][C:24]1[CH:25]=[C:26]([C:30]2[CH:31]=[C:32]([CH:35]=[CH:36][CH:37]=2)[CH2:33][NH:34][C:1](=[O:3])[CH3:2])[CH:27]=[N:28][CH:29]=1)=[O:17])[C:9]1[CH:14]=[CH:13][CH:12]=[CH:11][CH:10]=1. (3) Given the reactants [C:1]([C@@:3]1([CH:35]([CH3:37])[CH3:36])[CH2:7][CH2:6][N:5]([C:8]2[CH:13]=[CH:12][N:11]=[C:10]([NH:14][C:15]3[CH:27]=[CH:26][C:18]([C:19]([O:21]C(C)(C)C)=[O:20])=[C:17]([O:28][CH2:29][C:30]([F:33])([F:32])[F:31])[CH:16]=3)[N:9]=2)[C:4]1=[O:34])#[N:2].[ClH:38], predict the reaction product. The product is: [ClH:38].[C:1]([C@@:3]1([CH:35]([CH3:37])[CH3:36])[CH2:7][CH2:6][N:5]([C:8]2[CH:13]=[CH:12][N:11]=[C:10]([NH:14][C:15]3[CH:27]=[CH:26][C:18]([C:19]([OH:21])=[O:20])=[C:17]([O:28][CH2:29][C:30]([F:31])([F:33])[F:32])[CH:16]=3)[N:9]=2)[C:4]1=[O:34])#[N:2]. (4) The product is: [F:11][C:12]1[C:13](=[O:14])[N:3]2[N:4]=[CH:5][C:6]([C:7]([O:9][CH3:10])=[O:8])=[C:2]2[NH:1][C:18]=1[C:20]1[CH:25]=[CH:24][C:23]([O:26][CH3:27])=[CH:22][CH:21]=1. Given the reactants [NH2:1][C:2]1[C:6]([C:7]([O:9][CH3:10])=[O:8])=[CH:5][NH:4][N:3]=1.[F:11][CH:12]([C:18]([C:20]1[CH:25]=[CH:24][C:23]([O:26][CH3:27])=[CH:22][CH:21]=1)=O)[C:13](OCC)=[O:14], predict the reaction product. (5) Given the reactants C[O:2][C:3](=[O:33])[CH:4]([C:23]1[CH:28]=[CH:27][C:26]([C:29]([CH3:32])([CH3:31])[CH3:30])=[CH:25][CH:24]=1)[CH2:5][C:6]1[CH:11]=[CH:10][C:9]([O:12][CH2:13][CH2:14][O:15][CH2:16][C:17]2[CH:22]=[CH:21][CH:20]=[CH:19][CH:18]=2)=[CH:8][CH:7]=1.[OH-].[Li+], predict the reaction product. The product is: [CH2:16]([O:15][CH2:14][CH2:13][O:12][C:9]1[CH:10]=[CH:11][C:6]([CH2:5][CH:4]([C:23]2[CH:24]=[CH:25][C:26]([C:29]([CH3:32])([CH3:31])[CH3:30])=[CH:27][CH:28]=2)[C:3]([OH:33])=[O:2])=[CH:7][CH:8]=1)[C:17]1[CH:18]=[CH:19][CH:20]=[CH:21][CH:22]=1. (6) Given the reactants [C:1]([C:3]1[CH:8]=[CH:7][C:6]([CH2:9][CH2:10][OH:11])=[CH:5][CH:4]=1)#[N:2].[C:12]1([CH3:22])[CH:17]=[CH:16][C:15]([S:18](Cl)(=[O:20])=[O:19])=[CH:14][CH:13]=1, predict the reaction product. The product is: [C:1]([C:3]1[CH:8]=[CH:7][C:6]([CH2:9][CH2:10][O:11][S:18]([C:15]2[CH:16]=[CH:17][C:12]([CH3:22])=[CH:13][CH:14]=2)(=[O:20])=[O:19])=[CH:5][CH:4]=1)#[N:2]. (7) Given the reactants [CH2:1]([O:3][C:4]([C:6]1[NH:10][N:9]=[C:8]([CH3:11])[CH:7]=1)=[O:5])[CH3:2].[H-].[Na+].O.O1CCC[CH2:16]1, predict the reaction product. The product is: [CH2:1]([O:3][C:4]([C:6]1[N:10]([CH3:16])[N:9]=[C:8]([CH3:11])[CH:7]=1)=[O:5])[CH3:2].